Dataset: Forward reaction prediction with 1.9M reactions from USPTO patents (1976-2016). Task: Predict the product of the given reaction. (1) Given the reactants O[C:2]1([C:21]([F:24])([F:23])[F:22])[N:6]([C:7]2[CH:14]=[CH:13][C:10]([C:11]#[N:12])=[CH:9][CH:8]=2)[N:5]=[C:4]([C:15]2[CH:16]=[N:17][CH:18]=[CH:19][CH:20]=2)[CH2:3]1, predict the reaction product. The product is: [N:17]1[CH:18]=[CH:19][CH:20]=[C:15]([C:4]2[CH:3]=[C:2]([C:21]([F:23])([F:22])[F:24])[N:6]([C:7]3[CH:14]=[CH:13][C:10]([C:11]#[N:12])=[CH:9][CH:8]=3)[N:5]=2)[CH:16]=1. (2) Given the reactants ClC1C=CC=C(F)C=1C(NCC1(CC2CC2)CCNCC1)=O.[F:23][C:24]([F:30])([F:29])[S:25]([O-:28])(=[O:27])=[O:26].[CH3:31][C:32]1[N:33](S(N2C=CN=C2C)(=O)=O)[CH:34]=[CH:35][N+:36]=1[CH3:37].O(C)S(C(F)(F)F)(=O)=O, predict the reaction product. The product is: [F:23][C:24]([F:30])([F:29])[S:25]([O-:28])(=[O:27])=[O:26].[CH3:31][C:32]1[NH:33][CH:34]=[CH:35][N+:36]=1[CH3:37]. (3) Given the reactants C1C=C(Cl)C=C(C(OO)=O)C=1.[N:12]1([C:18](=[O:38])[CH2:19][CH2:20][CH2:21][N:22]2[C:34]3[C:33]4[N:32]=[CH:31][CH:30]=[CH:29][C:28]=4[N:27]=[CH:26][C:25]=3[N:24]=[C:23]2[CH2:35][CH2:36][CH3:37])[CH2:17][CH2:16][O:15][CH2:14][CH2:13]1.[OH-].[NH4+:40].C1(C)C=CC(S(Cl)(=O)=O)=CC=1, predict the reaction product. The product is: [N:12]1([C:18](=[O:38])[CH2:19][CH2:20][CH2:21][N:22]2[C:34]3[C:33]4[N:32]=[CH:31][CH:30]=[CH:29][C:28]=4[N:27]=[C:26]([NH2:40])[C:25]=3[N:24]=[C:23]2[CH2:35][CH2:36][CH3:37])[CH2:13][CH2:14][O:15][CH2:16][CH2:17]1. (4) Given the reactants F[C:2]1[C:10]([N+:11]([O-:13])=[O:12])=[CH:9][CH:8]=[C:7]([F:14])[C:3]=1[C:4]([OH:6])=[O:5].CCN(CC)CC.[NH2:22][C:23]1[CH:28]=[CH:27][CH:26]=[CH:25][CH:24]=1.Cl, predict the reaction product. The product is: [F:14][C:7]1[C:3]([C:4]([OH:6])=[O:5])=[C:2]([NH:22][C:23]2[CH:28]=[CH:27][CH:26]=[CH:25][CH:24]=2)[C:10]([N+:11]([O-:13])=[O:12])=[CH:9][CH:8]=1. (5) Given the reactants [NH2:1][C:2]1[CH:7]=N[CH:5]=[CH:4][N:3]=1.[N:8]1[CH:13]=[CH:12][CH:11]=[CH:10][C:9]=1[C:14]#[C:15][C:16]1[S:20][C:19]([CH:21]=O)=[CH:18][CH:17]=1.[C:23]([N+:27]#[C-:28])([CH3:26])([CH3:25])[CH3:24].[CH3:29]C(=O)OCC, predict the reaction product. The product is: [C:23]([NH:27][C:28]1[N:3]2[CH:4]=[CH:5][CH:29]=[CH:7][C:2]2=[N:1][C:21]=1[C:19]1[S:20][C:16]([C:15]#[C:14][C:9]2[CH:10]=[CH:11][CH:12]=[CH:13][N:8]=2)=[CH:17][CH:18]=1)([CH3:26])([CH3:25])[CH3:24].